Dataset: Reaction yield outcomes from USPTO patents with 853,638 reactions. Task: Predict the reaction yield, written as a fraction of the theoretical maximum amount of product (1.0 means a 100% yield; for example, 0.34 means a 34% yield). The yield is 0.930. The product is [C:31]([O:30][C:29]([NH:28][C@@H:23]1[C@H:22]([NH:21][C:4]2[N:3]=[C:2]([Cl:1])[C:7]3[C:8](=[O:18])[N:9]([C:11]([O:13][C:14]([CH3:17])([CH3:16])[CH3:15])=[O:12])[CH2:10][C:6]=3[C:5]=2[F:19])[CH2:27][CH2:26][O:25][CH2:24]1)=[O:35])([CH3:34])([CH3:32])[CH3:33]. The catalyst is O. The reactants are [Cl:1][C:2]1[C:7]2[C:8](=[O:18])[N:9]([C:11]([O:13][C:14]([CH3:17])([CH3:16])[CH3:15])=[O:12])[CH2:10][C:6]=2[C:5]([F:19])=[C:4](F)[N:3]=1.[NH2:21][C@@H:22]1[CH2:27][CH2:26][O:25][CH2:24][C@@H:23]1[NH:28][C:29](=[O:35])[O:30][C:31]([CH3:34])([CH3:33])[CH3:32].CC(O)C.CN1CCOCC1.